This data is from Catalyst prediction with 721,799 reactions and 888 catalyst types from USPTO. The task is: Predict which catalyst facilitates the given reaction. (1) Product: [C:1]1([S:7]([N:10]2[C:14]3[CH:15]=[N:16][C:17]([C:20]#[N:21])=[C:18]([O:19][S:37]([C:36]([F:57])([F:58])[C:35]([F:59])([F:60])[C:34]([F:61])([F:62])[C:33]([F:64])([F:63])[F:32])(=[O:39])=[O:38])[C:13]=3[C:12]3[CH:22]=[CH:23][CH:24]=[N:25][C:11]2=3)(=[O:8])=[O:9])[CH:2]=[CH:3][CH:4]=[CH:5][CH:6]=1. Reactant: [C:1]1([S:7]([N:10]2[C:14]3[CH:15]=[N:16][C:17]([C:20]#[N:21])=[C:18]([OH:19])[C:13]=3[C:12]3[CH:22]=[CH:23][CH:24]=[N:25][C:11]2=3)(=[O:9])=[O:8])[CH:6]=[CH:5][CH:4]=[CH:3][CH:2]=1.N1C=CC=CC=1.[F:32][C:33]([F:64])([F:63])[C:34]([F:62])([F:61])[C:35]([F:60])([F:59])[C:36]([F:58])([F:57])[S:37](O[S:37]([C:36]([F:58])([F:57])[C:35]([F:59])([F:60])[C:34]([F:61])([F:62])[C:33]([F:32])([F:63])[F:64])(=[O:38])=[O:39])(=[O:39])=[O:38].Cl. The catalyst class is: 4. (2) Reactant: [F:1][C:2]1[CH:3]=[C:4]([NH:9][C:10]2[CH:15]=[C:14]([F:16])[CH:13]=[CH:12][C:11]=2[N+:17]([O-])=O)[CH:5]=[C:6]([F:8])[CH:7]=1. Product: [F:1][C:2]1[CH:3]=[C:4]([NH:9][C:10]2[C:11]([NH2:17])=[CH:12][CH:13]=[C:14]([F:16])[CH:15]=2)[CH:5]=[C:6]([F:8])[CH:7]=1. The catalyst class is: 99. (3) Reactant: [N:1]([CH2:4][C@H:5]1[O:10][CH2:9][C@@H:8]([CH3:11])[N:7]([C:12]2[CH:17]=[C:16]([Cl:18])[N:15]=[C:14]([NH2:19])[N:13]=2)[CH2:6]1)=[N+]=[N-]. Product: [NH2:1][CH2:4][C@H:5]1[O:10][CH2:9][C@@H:8]([CH3:11])[N:7]([C:12]2[CH:17]=[C:16]([Cl:18])[N:15]=[C:14]([NH2:19])[N:13]=2)[CH2:6]1. The catalyst class is: 29. (4) Reactant: [O:1]1[CH2:6][CH2:5][N:4]([C:7]2[CH:34]=[CH:33][C:10]([NH:11][C:12]3[CH:24]=[C:23]([CH2:25][CH2:26][C:27]4[CH:32]=[CH:31][CH:30]=[CH:29][CH:28]=4)[CH:22]=[CH:21][C:13]=3[C:14]([O:16]C(C)(C)C)=[O:15])=[CH:9][CH:8]=2)[CH2:3][CH2:2]1. Product: [O:1]1[CH2:6][CH2:5][N:4]([C:7]2[CH:8]=[CH:9][C:10]([NH:11][C:12]3[CH:24]=[C:23]([CH2:25][CH2:26][C:27]4[CH:28]=[CH:29][CH:30]=[CH:31][CH:32]=4)[CH:22]=[CH:21][C:13]=3[C:14]([OH:16])=[O:15])=[CH:33][CH:34]=2)[CH2:3][CH2:2]1. The catalyst class is: 55. (5) Reactant: [Cl:1][C:2]1[CH:7]=[CH:6][C:5]([C:8]([C:16]2[CH:17]=[C:18]3[C:23](=[CH:24][CH:25]=2)[N:22]=[C:21](Cl)[C:20]([O:27][CH2:28][CH3:29])=[C:19]3[Cl:30])([C:10]2[N:14]([CH3:15])[CH:13]=[N:12][CH:11]=2)[OH:9])=[CH:4][CH:3]=1.[C:31](O)(C(F)(F)F)=[O:32].C[O-].[Na+]. Product: [Cl:30][C:19]1[C:18]2[C:23](=[CH:24][CH:25]=[C:16]([C:8]([C:5]3[CH:6]=[CH:7][C:2]([Cl:1])=[CH:3][CH:4]=3)([C:10]3[N:14]([CH3:15])[CH:13]=[N:12][CH:11]=3)[OH:9])[CH:17]=2)[N:22]=[C:21]([O:32][CH3:31])[C:20]=1[O:27][CH2:28][CH3:29]. The catalyst class is: 308. (6) Reactant: [CH3:1][C@@H:2]([O:6][C:7]1[N:15]=[C:14]2[C:10]([N:11]=[C:12]([O:24]C)[N:13]2[CH2:16][CH2:17][CH2:18][CH:19]2[CH2:23][CH2:22][O:21][CH2:20]2)=[C:9]([NH2:26])[N:8]=1)[CH2:3][CH2:4][CH3:5].Cl.O1CCOCC1. Product: [NH2:26][C:9]1[N:8]=[C:7]([O:6][C@H:2]([CH3:1])[CH2:3][CH2:4][CH3:5])[N:15]=[C:14]2[C:10]=1[NH:11][C:12](=[O:24])[N:13]2[CH2:16][CH2:17][CH2:18][CH:19]1[CH2:23][CH2:22][O:21][CH2:20]1. The catalyst class is: 5. (7) Reactant: [CH3:1][C@H:2]1[NH:7][CH2:6][CH2:5][N:4]([C:8]2[CH:17]=[CH:16][C:11]([C:12]([O:14][CH3:15])=[O:13])=[CH:10][CH:9]=2)[CH2:3]1.[C:18](O)(=O)C.C=O.C(O[BH-](OC(=O)C)OC(=O)C)(=O)C.[Na+]. Product: [CH3:1][C@H:2]1[N:7]([CH3:18])[CH2:6][CH2:5][N:4]([C:8]2[CH:17]=[CH:16][C:11]([C:12]([O:14][CH3:15])=[O:13])=[CH:10][CH:9]=2)[CH2:3]1. The catalyst class is: 5.